From a dataset of Catalyst prediction with 721,799 reactions and 888 catalyst types from USPTO. Predict which catalyst facilitates the given reaction. (1) Reactant: [CH3:1][O:2][C:3]1[CH:11]=[C:10]([O:12][CH3:13])[CH:9]=[CH:8][C:4]=1[C:5]([OH:7])=O.[O:14]1[CH2:19][CH2:18][CH2:17][CH2:16][CH:15]1[O:20][C:21]1[CH:27]=[CH:26][C:24]([NH2:25])=[CH:23][CH:22]=1.C1CCC(N=C=NC2CCCCC2)CC1. Product: [CH3:1][O:2][C:3]1[CH:11]=[C:10]([O:12][CH3:13])[CH:9]=[CH:8][C:4]=1[C:5]([NH:25][C:24]1[CH:23]=[CH:22][C:21]([O:20][CH:15]2[CH2:16][CH2:17][CH2:18][CH2:19][O:14]2)=[CH:27][CH:26]=1)=[O:7]. The catalyst class is: 241. (2) Reactant: [C:1]1([SH:7])[CH:6]=[CH:5][CH:4]=[CH:3][CH:2]=1.[H-].[Na+].[C:10]([O:14][C:15]([N:17]1[CH2:22][CH2:21][CH:20]([CH2:23]OS(C)(=O)=O)[CH2:19][CH2:18]1)=[O:16])([CH3:13])([CH3:12])[CH3:11].C(O)C. Product: [C:10]([O:14][C:15]([N:17]1[CH2:22][CH2:21][CH:20]([CH2:23][S:7][C:1]2[CH:6]=[CH:5][CH:4]=[CH:3][CH:2]=2)[CH2:19][CH2:18]1)=[O:16])([CH3:13])([CH3:11])[CH3:12]. The catalyst class is: 35.